Dataset: Full USPTO retrosynthesis dataset with 1.9M reactions from patents (1976-2016). Task: Predict the reactants needed to synthesize the given product. (1) Given the product [NH2:1][C:2]1[N:7]=[C:6]([S:8]([NH:11][C:12](=[O:33])[C:13]2[CH:18]=[CH:17][C:16]([C:19]3[CH:24]=[C:23]([O:25][CH2:26][CH:27]([CH3:29])[CH3:28])[CH:22]=[C:21]([F:30])[CH:20]=3)=[C:15]([F:31])[C:14]=2[N:42]2[CH2:43][C@@H:44]([CH3:46])[CH2:45][C:41]2([CH3:47])[CH3:40])(=[O:9])=[O:10])[CH:5]=[CH:4][CH:3]=1, predict the reactants needed to synthesize it. The reactants are: [NH2:1][C:2]1[N:7]=[C:6]([S:8]([NH:11][C:12](=[O:33])[C:13]2[CH:18]=[CH:17][C:16]([C:19]3[CH:24]=[C:23]([O:25][CH2:26][CH:27]([CH3:29])[CH3:28])[CH:22]=[C:21]([F:30])[CH:20]=3)=[C:15]([F:31])[C:14]=2F)(=[O:10])=[O:9])[CH:5]=[CH:4][CH:3]=1.C([O-])([O-])=O.[K+].[K+].[CH3:40][C:41]1([CH3:47])[CH2:45][C@H:44]([CH3:46])[CH2:43][NH:42]1. (2) Given the product [CH:10]1([S:9][C:4]2[C:3]([CH2:2][O:29][C:26]3[C:25]([F:30])=[CH:24][C:23]4[C:19]([CH2:18][C:17]([OH:31])=[O:16])=[CH:20][O:21][C:22]=4[C:27]=3[F:28])=[CH:8][CH:7]=[CH:6][N:5]=2)[CH2:14][CH2:13][CH2:12][CH2:11]1, predict the reactants needed to synthesize it. The reactants are: Cl[CH2:2][C:3]1[C:4]([S:9][CH:10]2[CH2:14][CH2:13][CH2:12][CH2:11]2)=[N:5][CH:6]=[CH:7][CH:8]=1.C[O:16][C:17](=[O:31])[CH2:18][C:19]1[C:23]2[CH:24]=[C:25]([F:30])[C:26]([OH:29])=[C:27]([F:28])[C:22]=2[O:21][CH:20]=1. (3) Given the product [Cl:24][C:25]([Cl:39])=[CH:26][CH2:27][O:28][C:29]1[CH:30]=[CH:31][C:32]([O:37][CH3:38])=[C:33]([CH:36]=1)[C:34]([NH:47][OH:48])=[NH:35], predict the reactants needed to synthesize it. The reactants are: OC1C=CC(OC)=C(C=1)C#N.C(=O)([O-])[O-].[Cs+].[Cs+].BrCC=C(Cl)Cl.[Cl:24][C:25]([Cl:39])=[CH:26][CH2:27][O:28][C:29]1[CH:30]=[CH:31][C:32]([O:37][CH3:38])=[C:33]([CH:36]=1)[C:34]#[N:35].C(=O)([O-])[O-].[K+].[K+].Cl.[NH2:47][OH:48].[OH-].[Na+].